From a dataset of Catalyst prediction with 721,799 reactions and 888 catalyst types from USPTO. Predict which catalyst facilitates the given reaction. (1) Reactant: [Br:1][C:2]1[S:6][C:5]([C:7](O)=[O:8])=[C:4]([NH:10][C:11]([O:13][C:14]([CH3:17])([CH3:16])[CH3:15])=[O:12])[CH:3]=1.OC1C2N=N[NH:24]C=2C=CC=1.Cl.CN(C)CCCN=C=NCC.N. Product: [Br:1][C:2]1[S:6][C:5]([C:7]([NH2:24])=[O:8])=[C:4]([NH:10][C:11]([O:13][C:14]([CH3:17])([CH3:16])[CH3:15])=[O:12])[CH:3]=1. The catalyst class is: 10. (2) The catalyst class is: 194. Product: [CH3:9][O:8][C:3]1[CH:4]=[CH:5][CH:6]=[CH:7][C:2]=1[Li:10]. Reactant: Br[C:2]1[CH:7]=[CH:6][CH:5]=[CH:4][C:3]=1[O:8][CH3:9].[Li:10]CCCC. (3) Reactant: [NH2:1][C:2]1[C:3]([C:15]2[CH:27]=[CH:26][C:18]([C:19]([O:21]C(C)(C)C)=[O:20])=[C:17]([F:28])[CH:16]=2)=[N:4][C:5]([CH:8]2[CH2:13][CH2:12][C:11](=[O:14])[CH2:10][CH2:9]2)=[CH:6][N:7]=1.CC([O:33][C:34]([O:36][C:37]([O:39][C:40]([CH3:43])([CH3:42])[CH3:41])=[O:38])=O)(C)C.C(#[N:46])C. Product: [C:34]([NH:46][C:19]([OH:21])=[O:20])([OH:36])=[O:33].[C:40]([O:39][C:37]([NH:1][C:2]1[C:3]([C:15]2[CH:27]=[CH:26][C:18]([C:19]([O-:21])=[O:20])=[C:17]([F:28])[CH:16]=2)=[N:4][C:5]([CH:8]2[CH2:13][CH2:12][C:11](=[O:14])[CH2:10][CH2:9]2)=[CH:6][N:7]=1)=[O:38])([CH3:41])([CH3:42])[CH3:43]. The catalyst class is: 142.